Dataset: Full USPTO retrosynthesis dataset with 1.9M reactions from patents (1976-2016). Task: Predict the reactants needed to synthesize the given product. Given the product [I:34][C:17]1[C:5]([CH2:1][CH:2]([CH3:4])[CH3:3])=[CH:6][C:7]2[C:11]3[CH:12]=[CH:13][CH:14]=[CH:15][C:10]=3[O:9][C:8]=2[C:16]=1[CH2:19][CH:20]([CH3:22])[CH3:21], predict the reactants needed to synthesize it. The reactants are: [CH2:1]([C:5]1[C:17](N)=[C:16]([CH2:19][CH:20]([CH3:22])[CH3:21])[C:8]2[O:9][C:10]3[CH:15]=[CH:14][CH:13]=[CH:12][C:11]=3[C:7]=2[CH:6]=1)[CH:2]([CH3:4])[CH3:3].C1(C)C=CC(S(O)(=O)=O)=CC=1.[I-:34].[K+].C(=O)(O)[O-].[Na+].S([O-])([O-])(=O)=S.[Na+].[Na+].